Dataset: CYP1A2 inhibition data for predicting drug metabolism from PubChem BioAssay. Task: Regression/Classification. Given a drug SMILES string, predict its absorption, distribution, metabolism, or excretion properties. Task type varies by dataset: regression for continuous measurements (e.g., permeability, clearance, half-life) or binary classification for categorical outcomes (e.g., BBB penetration, CYP inhibition). Dataset: cyp1a2_veith. (1) The drug is CC(=O)OC[C@@H]1O[C@H](C/C=N\O[C@@H](C)c2cn([C@H](CO)Cc3ccccc3)nn2)C=C[C@@H]1OC(C)=O. The result is 0 (non-inhibitor). (2) The drug is Cc1c(NC(=O)CSc2nnnn2C)c(=O)n(-c2ccccc2)n1C. The result is 0 (non-inhibitor). (3) The drug is O=c1c(-c2ccccc2)nc2cnc(Oc3cccc(Cl)c3)nc2n1C[C@H]1CCCO1. The result is 1 (inhibitor).